This data is from NCI-60 drug combinations with 297,098 pairs across 59 cell lines. The task is: Regression. Given two drug SMILES strings and cell line genomic features, predict the synergy score measuring deviation from expected non-interaction effect. (1) Drug 1: CN1CCC(CC1)COC2=C(C=C3C(=C2)N=CN=C3NC4=C(C=C(C=C4)Br)F)OC. Drug 2: CN1C(=O)N2C=NC(=C2N=N1)C(=O)N. Cell line: NCI/ADR-RES. Synergy scores: CSS=1.79, Synergy_ZIP=0.664, Synergy_Bliss=-0.425, Synergy_Loewe=-9.96, Synergy_HSA=-5.08. (2) Drug 1: C1CCC(C1)C(CC#N)N2C=C(C=N2)C3=C4C=CNC4=NC=N3. Drug 2: CNC(=O)C1=CC=CC=C1SC2=CC3=C(C=C2)C(=NN3)C=CC4=CC=CC=N4. Cell line: SK-MEL-2. Synergy scores: CSS=0.790, Synergy_ZIP=3.61, Synergy_Bliss=8.69, Synergy_Loewe=1.48, Synergy_HSA=2.57. (3) Drug 1: CCC1(CC2CC(C3=C(CCN(C2)C1)C4=CC=CC=C4N3)(C5=C(C=C6C(=C5)C78CCN9C7C(C=CC9)(C(C(C8N6C)(C(=O)OC)O)OC(=O)C)CC)OC)C(=O)OC)O.OS(=O)(=O)O. Drug 2: B(C(CC(C)C)NC(=O)C(CC1=CC=CC=C1)NC(=O)C2=NC=CN=C2)(O)O. Cell line: NCI-H322M. Synergy scores: CSS=22.9, Synergy_ZIP=-5.98, Synergy_Bliss=-1.09, Synergy_Loewe=-9.94, Synergy_HSA=-4.04. (4) Drug 1: CC(C)(C#N)C1=CC(=CC(=C1)CN2C=NC=N2)C(C)(C)C#N. Drug 2: COC1=C2C(=CC3=C1OC=C3)C=CC(=O)O2. Cell line: SF-539. Synergy scores: CSS=1.89, Synergy_ZIP=-1.34, Synergy_Bliss=-2.95, Synergy_Loewe=-1.86, Synergy_HSA=-2.71.